This data is from Human liver microsome stability data. The task is: Regression/Classification. Given a drug SMILES string, predict its absorption, distribution, metabolism, or excretion properties. Task type varies by dataset: regression for continuous measurements (e.g., permeability, clearance, half-life) or binary classification for categorical outcomes (e.g., BBB penetration, CYP inhibition). Dataset: hlm. (1) The compound is CCN(C(=O)c1ccc2c(c1)N(C1CC1)C(C)C(=O)N2C)c1ccc(C)cc1. The result is 1 (stable in human liver microsomes). (2) The drug is Cn1c(C(=O)c2ccc(Cl)cc2)cnc1CCCCN1CCCCC1. The result is 0 (unstable in human liver microsomes). (3) The molecule is N#CC(C#N)C(c1ccccc1)c1c(-c2ccccc2)[nH]c2ccccc12. The result is 1 (stable in human liver microsomes). (4) The molecule is O=C(N[C@@H](Cn1ccnc1)c1ccc(-c2ccc(F)cc2)cc1Cl)c1ccc(-c2nnc(-c3ccccn3)o2)cc1. The result is 0 (unstable in human liver microsomes). (5) The molecule is CCOc1nc(NC(=O)C2(NC(=O)c3ccc4c(C5CCCC5)c(-c5ccccn5)n(C)c4c3)CCC2)ccc1C=CC(=O)O. The result is 0 (unstable in human liver microsomes). (6) The drug is CCOc1ncc(-c2ccc(S(C)(=O)=O)cc2)cc1-c1ccc(OC)nc1. The result is 0 (unstable in human liver microsomes).